From a dataset of Buchwald-Hartwig C-N cross coupling reaction yields with 55,370 reactions. Predict the reaction yield, written as a fraction of the theoretical maximum amount of product (1.0 means a 100% yield; for example, 0.34 means a 34% yield). The reactants are FC(F)(F)c1ccc(Cl)cc1.Cc1ccc(N)cc1.O=S(=O)(O[Pd]1c2ccccc2-c2ccccc2N~1)C(F)(F)F.CC(C)c1cc(C(C)C)c(-c2ccccc2P(C(C)(C)C)C(C)(C)C)c(C(C)C)c1.CN(C)C(=NC(C)(C)C)N(C)C.Cc1cc(C)on1. No catalyst specified. The product is Cc1ccc(Nc2ccc(C(F)(F)F)cc2)cc1. The yield is 0.263.